Dataset: Forward reaction prediction with 1.9M reactions from USPTO patents (1976-2016). Task: Predict the product of the given reaction. (1) Given the reactants [Cl:1][C:2]1[CH:10]=[C:9]2[C:5]([CH2:6][CH2:7][C:8]2=[N:11][S@@:12]([C:14]([CH3:17])([CH3:16])[CH3:15])=[O:13])=[C:4]([F:18])[CH:3]=1.O.[BH4-].[Na+], predict the reaction product. The product is: [Cl:1][C:2]1[CH:10]=[C:9]2[C:5]([CH2:6][CH2:7][C@H:8]2[NH:11][S@@:12]([C:14]([CH3:16])([CH3:15])[CH3:17])=[O:13])=[C:4]([F:18])[CH:3]=1. (2) Given the reactants [CH:1]1[C:14]2[C:5](=[N:6][CH:7]=[C:8]3[C:13]=2[CH:12]=[CH:11][CH:10]=[CH:9]3)[CH:4]=[CH:3][CH:2]=1.Cl[C:16]([O:18][CH3:19])=[O:17].[NH:20]1[C:28]2[C:23](=[CH:24][CH:25]=[CH:26][CH:27]=2)[CH:22]=[CH:21]1, predict the reaction product. The product is: [CH3:19][O:18][C:16]([N:6]1[CH:7]([C:22]2[C:23]3[C:28](=[CH:27][CH:26]=[CH:25][CH:24]=3)[NH:20][CH:21]=2)[C:8]2[C:13](=[CH:12][CH:11]=[CH:10][CH:9]=2)[C:14]2[CH:1]=[CH:2][CH:3]=[CH:4][C:5]1=2)=[O:17]. (3) Given the reactants Cl[CH2:2][CH2:3][O:4][C:5]1[CH:6]=[C:7]2[C:12](=[CH:13][CH:14]=1)[N:11]=[CH:10][N:9]([C:15]1[CH:16]=[C:17]([CH:24]=[CH:25][C:26]=1[CH3:27])[C:18]([NH:20][CH:21]1[CH2:23][CH2:22]1)=[O:19])[C:8]2=[O:28].[I-].[K+].Cl.[O:32]1[CH2:38][CH2:37][CH2:36][NH:35][CH2:34][CH2:33]1.C(N(CC)C(C)C)(C)C, predict the reaction product. The product is: [CH:21]1([NH:20][C:18](=[O:19])[C:17]2[CH:24]=[CH:25][C:26]([CH3:27])=[C:15]([N:9]3[C:8](=[O:28])[C:7]4[C:12](=[CH:13][CH:14]=[C:5]([O:4][CH2:3][CH2:2][N:35]5[CH2:36][CH2:37][CH2:38][O:32][CH2:33][CH2:34]5)[CH:6]=4)[N:11]=[CH:10]3)[CH:16]=2)[CH2:23][CH2:22]1. (4) Given the reactants [Cl:1][C:2]1[CH:3]=[C:4]([N:9]=[C:10]=[O:11])[CH:5]=[CH:6][C:7]=1[Cl:8].[C:12]([O:16][C:17]([N:19]([CH2:27][C:28]1[CH:29]=[C:30]([CH:34]2[CH2:39][CH2:38][NH:37][CH2:36][CH2:35]2)[CH:31]=[CH:32][CH:33]=1)[C:20]([O:22][C:23]([CH3:26])([CH3:25])[CH3:24])=[O:21])=[O:18])([CH3:15])([CH3:14])[CH3:13], predict the reaction product. The product is: [Cl:1][C:2]1[CH:3]=[C:4]([NH:9][C:10]([N:37]2[CH2:38][CH2:39][CH:34]([C:30]3[CH:31]=[CH:32][CH:33]=[C:28]([CH2:27][N:19]([C:20]([O:22][C:23]([CH3:26])([CH3:25])[CH3:24])=[O:21])[C:17]([O:16][C:12]([CH3:14])([CH3:15])[CH3:13])=[O:18])[CH:29]=3)[CH2:35][CH2:36]2)=[O:11])[CH:5]=[CH:6][C:7]=1[Cl:8]. (5) Given the reactants Cl[C:2]1[C:12]2[O:11][CH2:10][CH2:9][N:8]([CH3:13])[C:7](=[O:14])[C:6]=2[CH:5]=[CH:4][C:3]=1[O:15][C:16]1[CH:17]=[C:18]([C:28]([NH:30][C:31]2[CH:35]=[CH:34][N:33](C(OC(C)(C)C)=O)[N:32]=2)=[O:29])[CH:19]=[C:20]([O:22][C@H:23]2[CH2:27][CH2:26][O:25][CH2:24]2)[CH:21]=1.C([O-])=O.[NH4+], predict the reaction product. The product is: [CH3:13][N:8]1[C:7](=[O:14])[C:6]2[CH:5]=[CH:4][C:3]([O:15][C:16]3[CH:17]=[C:18]([CH:19]=[C:20]([O:22][C@H:23]4[CH2:27][CH2:26][O:25][CH2:24]4)[CH:21]=3)[C:28]([NH:30][C:31]3[CH:35]=[CH:34][NH:33][N:32]=3)=[O:29])=[CH:2][C:12]=2[O:11][CH2:10][CH2:9]1. (6) Given the reactants C(O[C:5]1[N:10]=[C:9]([C:11]([OH:13])=[O:12])[CH:8]=[N:7][C:6]=1[N:14]1[CH2:18][CH2:17][CH2:16][CH2:15]1)CC.COC(C1C=NC(Cl)=C(Br)N=1)=O.[F:31][C:32]([F:36])([F:35])[CH2:33][OH:34].N1CCCC1.[OH-].[K+], predict the reaction product. The product is: [N:14]1([C:6]2[N:7]=[CH:8][C:9]([C:11]([OH:13])=[O:12])=[N:10][C:5]=2[O:34][CH2:33][C:32]([F:36])([F:35])[F:31])[CH2:18][CH2:17][CH2:16][CH2:15]1. (7) Given the reactants C1C(=O)N([Br:8])C(=O)C1.[Br:9][C:10]1[CH:11]=[CH:12][C:13]2[CH2:17][CH2:16][O:15][C:14]=2[CH:18]=1, predict the reaction product. The product is: [Br:8][C:11]1[C:10]([Br:9])=[CH:18][C:14]2[O:15][CH2:16][CH2:17][C:13]=2[CH:12]=1.